Dataset: Experimentally validated miRNA-target interactions with 360,000+ pairs, plus equal number of negative samples. Task: Binary Classification. Given a miRNA mature sequence and a target amino acid sequence, predict their likelihood of interaction. (1) The miRNA is hsa-miR-574-5p with sequence UGAGUGUGUGUGUGUGAGUGUGU. The protein sequence of the target gene is MAMGLFRVCLVVVTAIINHPLLFPRENATVPENEEEIIRKMQAHQEKLQLEQLRLEEEVARLAAEKEALEQVAEEGRQQNETRVAWDLWSTLCMILFLMIEVWRQDHQEGPSPECLGGEEDELPGLGGAPLQGLTLPNKATLGHFYERCIRGATADAARTREFLEGFVDDLLEALRSLCNRDTDMEVEDFIGVDSMYENWQVDRPLLCHLFVPFTPPEPYRFHPELWCSGRSVPLDRQGYGQIKVVRADGDTLSCICGKTKLGEDMLCLLHGRNSMAPPCGDMENLLCATDSLYLDTMQV.... Result: 0 (no interaction). (2) The miRNA is hsa-miR-4708-5p with sequence AGAGAUGCCGCCUUGCUCCUU. The protein sequence of the target gene is MTWSATARGAHQPDNTAFTQQRLPAWQPLLSASIALPLFFCAGLAFIGLGLGLYYSSNGIKELEYDYTGDPGTGNCSVCAAAGQGRALPPPCSCAWYFSLPELFQGPVYLYYELTNFYQNNRRYGVSRDDAQLSGLPSALRHPVNECAPYQRSAAGLPIAPCGAIANSLFNDSFSLWHQRQPGGPYVEVPLDRSGIAWWTDYHVKFRNPPLVNGSLALAFQGTAPPPNWRRPVYELSPDPNNTGFINQDFVVWMRTAALPTFRKLYARIRQGNYSAGLPRGAYRVNITYNYPVRAFGGHK.... Result: 1 (interaction). (3) The miRNA is hsa-miR-6504-3p with sequence CAUUACAGCACAGCCAUUCU. The protein sequence of the target gene is MAALTLRGVRELLKRVDLATVPRRHRYKKKWAATEPKFPAVRLALQNFDMTYSVQFGDLWPSIRVSLLSEQKYGALVNNFAAWDHVSAKLEQLSAKDFVNEAISHWELQSEGGQSAAPSPASWACSPNLRCFTFDRGDISRFPPARPGSLGVMEYYLMDAASLLPVLALGLQPGDIVLDLCAAPGGKTLALLQTGCCRNLAANDLSPSRIARLQKILHSYVPEEIRDGNQVRVTSWDGRKWGELEGDTYDRVLVDVPCTTDRHSLHEEENNIFKRSRKKERQILPVLQVQLLAAGLLATK.... Result: 1 (interaction). (4) The miRNA is hsa-miR-181c-5p with sequence AACAUUCAACCUGUCGGUGAGU. The protein sequence of the target gene is MYRSGSRSSVSSHRSKDGSASGPPPGRPVGASSGPTRRPSSPPPPSCSSLRLPARRHRSPSGHRGRWASPSPPRGRRGSPSPPRGRRASPSPTRGRRASPSPPRGRRGSPSPPRARRGSPSPPRSRRHYPPGLGGFRGSIRGESRADFARDGRGDHPGGGGGSRRRSPGLCSDSSLEESLRITVGNDHFCVSTPERRRLSDRLGSPVDGLQDMDRDDLTDDSVFTRSSQCSRGLERYISREEGPLSPFLGQLDEDYRTRETFLHRPEFSPQSSCHDELLRGTERNRDKLKSSSYSIRSEE.... Result: 0 (no interaction). (5) The miRNA is mmu-miR-215-5p with sequence AUGACCUAUGAUUUGACAGAC. The protein sequence of the target gene is MGSLPSRRKSLPSPSLSSSVQGQGPVTMEAERSKATAVALGSFPAGGPAELSLRLGEPLTIVSEDGDWWTVLSEVSGREYNIPSVHVAKVSHGWLYEGLSREKAEELLLLPGNPGGAFLIRESQTRRGSYSLSVRLSRPASWDRIRHYRIHCLDNGWLYISPRLTFPSLQALVDHYSELADDICCLLKEPCVLQRAGPLPGKDIPLPVTVQRTPLNWKELDSSLLFSEAATGEESLLSEGLRESLSFYISLNDEAVSLDDA. Result: 0 (no interaction).